This data is from NCI-60 drug combinations with 297,098 pairs across 59 cell lines. The task is: Regression. Given two drug SMILES strings and cell line genomic features, predict the synergy score measuring deviation from expected non-interaction effect. (1) Drug 1: C1CNP(=O)(OC1)N(CCCl)CCCl. Drug 2: B(C(CC(C)C)NC(=O)C(CC1=CC=CC=C1)NC(=O)C2=NC=CN=C2)(O)O. Cell line: K-562. Synergy scores: CSS=32.2, Synergy_ZIP=-1.13, Synergy_Bliss=-1.07, Synergy_Loewe=-36.4, Synergy_HSA=0.579. (2) Drug 1: CN1CCC(CC1)COC2=C(C=C3C(=C2)N=CN=C3NC4=C(C=C(C=C4)Br)F)OC. Drug 2: C1CNP(=O)(OC1)N(CCCl)CCCl. Cell line: UACC-257. Synergy scores: CSS=1.56, Synergy_ZIP=-0.566, Synergy_Bliss=-1.38, Synergy_Loewe=-4.69, Synergy_HSA=-2.17. (3) Drug 1: C1=NC2=C(N1)C(=S)N=C(N2)N. Drug 2: C1=NC2=C(N1)C(=S)N=CN2. Cell line: EKVX. Synergy scores: CSS=44.6, Synergy_ZIP=13.8, Synergy_Bliss=14.1, Synergy_Loewe=10.4, Synergy_HSA=14.6. (4) Drug 1: COC1=C(C=C2C(=C1)N=CN=C2NC3=CC(=C(C=C3)F)Cl)OCCCN4CCOCC4. Drug 2: CC1C(C(CC(O1)OC2CC(CC3=C2C(=C4C(=C3O)C(=O)C5=C(C4=O)C(=CC=C5)OC)O)(C(=O)CO)O)N)O.Cl. Cell line: HOP-92. Synergy scores: CSS=55.1, Synergy_ZIP=5.30, Synergy_Bliss=7.35, Synergy_Loewe=-5.50, Synergy_HSA=9.10. (5) Drug 1: CN(C)N=NC1=C(NC=N1)C(=O)N. Drug 2: C1=NC2=C(N=C(N=C2N1C3C(C(C(O3)CO)O)O)F)N. Cell line: NCI/ADR-RES. Synergy scores: CSS=13.6, Synergy_ZIP=-11.0, Synergy_Bliss=-10.3, Synergy_Loewe=-30.3, Synergy_HSA=-10.5.